From a dataset of Catalyst prediction with 721,799 reactions and 888 catalyst types from USPTO. Predict which catalyst facilitates the given reaction. (1) Reactant: [NH:1]1[C:9]2[C:4](=[CH:5][CH:6]=[CH:7][CH:8]=2)[CH2:3][CH2:2]1.Br[CH2:11][CH2:12][OH:13].C(N(C(C)C)CC)(C)C. Product: [N:1]1([CH2:11][CH2:12][OH:13])[C:9]2[C:4](=[CH:5][CH:6]=[CH:7][CH:8]=2)[CH2:3][CH2:2]1. The catalyst class is: 1. (2) Reactant: [Cl:1][C:2]1[C:3]([O:9][C:10]2[CH:24]=[C:23]([O:25][CH2:26][CH2:27][O:28][CH3:29])[CH:22]=[CH:21][C:11]=2/[CH:12]=[C:13](\[CH2:19][CH3:20])/[C:14]([O:16]CC)=[O:15])=[N:4][CH:5]=[C:6]([Cl:8])[CH:7]=1.[OH-].[Na+]. Product: [Cl:1][C:2]1[C:3]([O:9][C:10]2[CH:24]=[C:23]([O:25][CH2:26][CH2:27][O:28][CH3:29])[CH:22]=[CH:21][C:11]=2/[CH:12]=[C:13](\[CH2:19][CH3:20])/[C:14]([OH:16])=[O:15])=[N:4][CH:5]=[C:6]([Cl:8])[CH:7]=1. The catalyst class is: 214. (3) Reactant: [Cl:1][C:2]1[CH:7]=[C:6]([Cl:8])[CH:5]=[CH:4][C:3]=1[C:9](N1CCOCC1)=[CH2:10].CCN(CC)CC.[Cl:24][C:25]1[CH:26]=[CH:27][C:28]([N+:35]([O-:37])=[O:36])=[C:29]([CH:34]=1)[C:30](Cl)=[N:31][OH:32]. Product: [Cl:24][C:25]1[CH:26]=[CH:27][C:28]([N+:35]([O-:37])=[O:36])=[C:29]([C:30]2[CH:10]=[C:9]([C:3]3[CH:4]=[CH:5][C:6]([Cl:8])=[CH:7][C:2]=3[Cl:1])[O:32][N:31]=2)[CH:34]=1. The catalyst class is: 22. (4) Reactant: Br[C:2]1[CH:3]=[C:4](C2CC2)[C:5]2[O:12][C:9]3([CH2:11][CH2:10]3)[CH2:8][C:7]([CH3:14])([CH3:13])[C:6]=2[CH:15]=1.O1[CH2:23][CH2:22][CH2:21][CH2:20]1.[C:24]([Li])(C)(C)[CH3:25].[CH3:29][CH2:30][CH2:31][CH2:32][CH3:33].[C:34](=[O:36])=[O:35]. Product: [CH2:24]([C:4]1[CH:3]=[C:2]([CH2:29][CH2:30][C:31]2[CH:20]=[CH:21][C:22]([CH2:23][C:34]([OH:36])=[O:35])=[CH:33][CH:32]=2)[CH:15]=[C:6]2[C:5]=1[O:12][C:9]([CH3:11])([CH3:10])[CH2:8][C:7]2([CH3:13])[CH3:14])[CH3:25]. The catalyst class is: 195. (5) Reactant: [CH3:1][O:2][C:3](=[O:20])[CH2:4][CH:5]([NH:9][C:10](=[O:19])[CH2:11][CH2:12][C:13]1[CH:18]=[CH:17][CH:16]=[CH:15][CH:14]=1)[C:6](=[O:8])C.C(OC(=O)C)(=[O:23])C.OS(O)(=O)=O. Product: [CH3:1][O:2][C:3](=[O:20])[CH2:4][CH:5]([NH:9][C:10](=[O:19])[CH2:11][CH2:12][C:13]1[CH:18]=[CH:17][CH:16]=[CH:15][CH:14]=1)[C:6]([OH:8])=[O:23]. The catalyst class is: 6.